Task: Regression. Given two drug SMILES strings and cell line genomic features, predict the synergy score measuring deviation from expected non-interaction effect.. Dataset: NCI-60 drug combinations with 297,098 pairs across 59 cell lines (1) Drug 1: CCC1(CC2CC(C3=C(CCN(C2)C1)C4=CC=CC=C4N3)(C5=C(C=C6C(=C5)C78CCN9C7C(C=CC9)(C(C(C8N6C=O)(C(=O)OC)O)OC(=O)C)CC)OC)C(=O)OC)O.OS(=O)(=O)O. Drug 2: CCC(=C(C1=CC=CC=C1)C2=CC=C(C=C2)OCCN(C)C)C3=CC=CC=C3.C(C(=O)O)C(CC(=O)O)(C(=O)O)O. Cell line: SF-539. Synergy scores: CSS=32.1, Synergy_ZIP=4.76, Synergy_Bliss=4.27, Synergy_Loewe=-41.3, Synergy_HSA=3.44. (2) Drug 1: CN(C)C1=NC(=NC(=N1)N(C)C)N(C)C. Drug 2: C1C(C(OC1N2C=NC3=C(N=C(N=C32)Cl)N)CO)O. Cell line: BT-549. Synergy scores: CSS=11.5, Synergy_ZIP=-0.606, Synergy_Bliss=1.76, Synergy_Loewe=-47.5, Synergy_HSA=-3.43. (3) Drug 1: CNC(=O)C1=CC=CC=C1SC2=CC3=C(C=C2)C(=NN3)C=CC4=CC=CC=N4. Drug 2: CS(=O)(=O)C1=CC(=C(C=C1)C(=O)NC2=CC(=C(C=C2)Cl)C3=CC=CC=N3)Cl. Cell line: ACHN. Synergy scores: CSS=8.34, Synergy_ZIP=0.0397, Synergy_Bliss=4.39, Synergy_Loewe=-2.63, Synergy_HSA=1.66. (4) Drug 1: C1CN1P(=S)(N2CC2)N3CC3. Drug 2: CC1C(C(CC(O1)OC2CC(OC(C2O)C)OC3=CC4=CC5=C(C(=O)C(C(C5)C(C(=O)C(C(C)O)O)OC)OC6CC(C(C(O6)C)O)OC7CC(C(C(O7)C)O)OC8CC(C(C(O8)C)O)(C)O)C(=C4C(=C3C)O)O)O)O. Cell line: NCIH23. Synergy scores: CSS=60.7, Synergy_ZIP=-5.87, Synergy_Bliss=1.14, Synergy_Loewe=-1.19, Synergy_HSA=0.389.